Dataset: Reaction yield outcomes from USPTO patents with 853,638 reactions. Task: Predict the reaction yield, written as a fraction of the theoretical maximum amount of product (1.0 means a 100% yield; for example, 0.34 means a 34% yield). (1) The reactants are [NH2:1][C:2]1[C:7]([F:8])=[C:6]([C:9]2[CH:14]=[CH:13][C:12]([Si](C)(C)C)=[CH:11][CH:10]=2)[N:5]=[C:4]([C:19]([O:21][CH3:22])=[O:20])[C:3]=1[O:23][CH3:24].[I:25]Cl. The catalyst is ClCCCl. The product is [NH2:1][C:2]1[C:7]([F:8])=[C:6]([C:9]2[CH:14]=[CH:13][C:12]([I:25])=[CH:11][CH:10]=2)[N:5]=[C:4]([C:19]([O:21][CH3:22])=[O:20])[C:3]=1[O:23][CH3:24]. The yield is 0.980. (2) The reactants are [C:1]1([S:7]([C:10]2[CH:15]=[CH:14][C:13]([N+:16]([O-:18])=[O:17])=[C:12]([O:19]C)[CH:11]=2)(=[O:9])=[O:8])[CH:6]=[CH:5][CH:4]=[CH:3][CH:2]=1.B(Br)(Br)Br. The catalyst is C(Cl)Cl. The product is [C:1]1([S:7]([C:10]2[CH:15]=[CH:14][C:13]([N+:16]([O-:18])=[O:17])=[C:12]([OH:19])[CH:11]=2)(=[O:8])=[O:9])[CH:2]=[CH:3][CH:4]=[CH:5][CH:6]=1. The yield is 0.720.